From a dataset of NCI-60 drug combinations with 297,098 pairs across 59 cell lines. Regression. Given two drug SMILES strings and cell line genomic features, predict the synergy score measuring deviation from expected non-interaction effect. (1) Drug 1: CS(=O)(=O)OCCCCOS(=O)(=O)C. Drug 2: C1CNP(=O)(OC1)N(CCCl)CCCl. Cell line: NCI/ADR-RES. Synergy scores: CSS=-6.70, Synergy_ZIP=4.16, Synergy_Bliss=-0.192, Synergy_Loewe=-3.13, Synergy_HSA=-6.85. (2) Drug 1: CC1OCC2C(O1)C(C(C(O2)OC3C4COC(=O)C4C(C5=CC6=C(C=C35)OCO6)C7=CC(=C(C(=C7)OC)O)OC)O)O. Drug 2: C(=O)(N)NO. Cell line: SK-OV-3. Synergy scores: CSS=-2.87, Synergy_ZIP=-4.47, Synergy_Bliss=-4.06, Synergy_Loewe=-22.5, Synergy_HSA=-5.59. (3) Drug 1: CC1OCC2C(O1)C(C(C(O2)OC3C4COC(=O)C4C(C5=CC6=C(C=C35)OCO6)C7=CC(=C(C(=C7)OC)O)OC)O)O. Drug 2: C1=C(C(=O)NC(=O)N1)F. Cell line: SW-620. Synergy scores: CSS=58.0, Synergy_ZIP=-1.37, Synergy_Bliss=-2.29, Synergy_Loewe=2.35, Synergy_HSA=5.09. (4) Drug 1: CN(C)C(=N)N=C(N)N. Drug 2: C1CC(CCC1OC2=C(C(=CC=C2)Cl)F)(CC3=NC(=CC=C3)NC4=NC=CS4)C(=O)O. Cell line: SW-620. Synergy scores: CSS=19.6, Synergy_ZIP=-0.714, Synergy_Bliss=3.65, Synergy_Loewe=-18.4, Synergy_HSA=3.11. (5) Drug 1: COC1=C(C=C2C(=C1)N=CN=C2NC3=CC(=C(C=C3)F)Cl)OCCCN4CCOCC4. Cell line: OVCAR-5. Drug 2: CCN(CC)CCCC(C)NC1=C2C=C(C=CC2=NC3=C1C=CC(=C3)Cl)OC. Synergy scores: CSS=77.8, Synergy_ZIP=7.54, Synergy_Bliss=9.06, Synergy_Loewe=9.48, Synergy_HSA=11.1. (6) Synergy scores: CSS=36.1, Synergy_ZIP=-0.672, Synergy_Bliss=-4.37, Synergy_Loewe=-28.1, Synergy_HSA=-9.99. Drug 1: C1=CC(=CC=C1C#N)C(C2=CC=C(C=C2)C#N)N3C=NC=N3. Drug 2: C1C(C(OC1N2C=C(C(=O)NC2=O)F)CO)O. Cell line: SF-268. (7) Drug 1: CC1C(C(CC(O1)OC2CC(CC3=C2C(=C4C(=C3O)C(=O)C5=C(C4=O)C(=CC=C5)OC)O)(C(=O)CO)O)N)O.Cl. Drug 2: CC(C)(C#N)C1=CC(=CC(=C1)CN2C=NC=N2)C(C)(C)C#N. Cell line: T-47D. Synergy scores: CSS=32.6, Synergy_ZIP=-2.80, Synergy_Bliss=-0.498, Synergy_Loewe=0.0508, Synergy_HSA=-0.485. (8) Drug 1: CC1=C(C(CCC1)(C)C)C=CC(=CC=CC(=CC(=O)O)C)C. Drug 2: CC1=C2C(C(=O)C3(C(CC4C(C3C(C(C2(C)C)(CC1OC(=O)C(C(C5=CC=CC=C5)NC(=O)OC(C)(C)C)O)O)OC(=O)C6=CC=CC=C6)(CO4)OC(=O)C)O)C)O. Cell line: SK-OV-3. Synergy scores: CSS=12.4, Synergy_ZIP=8.00, Synergy_Bliss=10.7, Synergy_Loewe=11.1, Synergy_HSA=12.0. (9) Drug 1: COC1=CC(=CC(=C1O)OC)C2C3C(COC3=O)C(C4=CC5=C(C=C24)OCO5)OC6C(C(C7C(O6)COC(O7)C8=CC=CS8)O)O. Drug 2: C1C(C(OC1N2C=NC3=C2NC=NCC3O)CO)O. Cell line: SF-295. Synergy scores: CSS=46.9, Synergy_ZIP=-0.775, Synergy_Bliss=0.347, Synergy_Loewe=-49.8, Synergy_HSA=2.00. (10) Drug 1: CCC(=C(C1=CC=CC=C1)C2=CC=C(C=C2)OCCN(C)C)C3=CC=CC=C3.C(C(=O)O)C(CC(=O)O)(C(=O)O)O. Drug 2: CC1=C(C(=O)C2=C(C1=O)N3CC4C(C3(C2COC(=O)N)OC)N4)N. Cell line: 786-0. Synergy scores: CSS=25.4, Synergy_ZIP=-7.18, Synergy_Bliss=0.402, Synergy_Loewe=-18.9, Synergy_HSA=0.199.